From a dataset of Catalyst prediction with 721,799 reactions and 888 catalyst types from USPTO. Predict which catalyst facilitates the given reaction. (1) Reactant: [CH2:1]([N:8]1[CH2:13][CH2:12][CH:11]([NH:14][CH2:15][C:16]2[N:17]=[CH:18][NH:19][CH:20]=2)[CH2:10][CH2:9]1)[C:2]1[CH:7]=[CH:6][CH:5]=[CH:4][CH:3]=1.[C:21](O[C:21]([O:23][C:24]([CH3:27])([CH3:26])[CH3:25])=[O:22])([O:23][C:24]([CH3:27])([CH3:26])[CH3:25])=[O:22].O.NN. Product: [CH2:1]([N:8]1[CH2:13][CH2:12][CH:11]([N:14]([CH2:15][C:16]2[N:17]=[CH:18][NH:19][CH:20]=2)[C:21](=[O:22])[O:23][C:24]([CH3:27])([CH3:26])[CH3:25])[CH2:10][CH2:9]1)[C:2]1[CH:3]=[CH:4][CH:5]=[CH:6][CH:7]=1. The catalyst class is: 8. (2) Reactant: [CH:1]([C:3]1[CH:11]=[CH:10][C:6]([C:7]([OH:9])=[O:8])=[CH:5][CH:4]=1)=[CH2:2].[F:12][C:13]1[C:18](O)=[C:17]([F:20])[C:16]([F:21])=[C:15]([F:22])[C:14]=1[F:23].C1(N=C=NC2CCCCC2)CCCCC1. Product: [CH:1]([C:3]1[CH:11]=[CH:10][C:6]([C:7]([O:9][C:18]2[C:17]([F:20])=[C:16]([F:21])[C:15]([F:22])=[C:14]([F:23])[C:13]=2[F:12])=[O:8])=[CH:5][CH:4]=1)=[CH2:2]. The catalyst class is: 362. (3) Reactant: [CH2:1]([NH:8][C@@H:9]([CH:11]1[CH2:14][CH2:13][CH2:12]1)[CH3:10])[C:2]1[CH:7]=[CH:6][CH:5]=[CH:4][CH:3]=1.[Br:15][CH2:16][C:17](Br)=[O:18]. Product: [CH2:1]([N:8]([C@@H:9]([CH:11]1[CH2:12][CH2:13][CH2:14]1)[CH3:10])[C:17](=[O:18])[CH2:16][Br:15])[C:2]1[CH:7]=[CH:6][CH:5]=[CH:4][CH:3]=1. The catalyst class is: 2. (4) Reactant: [CH2:1]([O:3][C:4](=[O:11])[CH2:5][C:6](=O)[CH:7]([CH3:9])[CH3:8])[CH3:2].[NH2:12][C:13]([NH2:15])=[S:14].[NH4+].[OH-]. Product: [CH2:1]([O:3][C:4]([C:5]1[S:14][C:13]([NH2:15])=[N:12][C:6]=1[CH:7]([CH3:9])[CH3:8])=[O:11])[CH3:2]. The catalyst class is: 4. (5) Reactant: Br[C:2]1[CH:3]=[C:4]([C:8]2[N:13]=[C:12]([C:14]3[CH:19]=[CH:18][CH:17]=[CH:16][CH:15]=3)[CH:11]=[C:10]([C:20]3[CH:25]=[CH:24][CH:23]=[CH:22][CH:21]=3)[N:9]=2)[CH:5]=[CH:6][CH:7]=1.CC1(C)C(C)(C)OB([C:34]2[CH:50]=[CH:49][C:37]3[N:38]=[C:39]4[C:48]5[CH:47]=[CH:46][CH:45]=[CH:44][C:43]=5[CH:42]=[CH:41][N:40]4[C:36]=3[CH:35]=2)O1.C([O-])([O-])=O.[K+].[K+]. Product: [C:4]1([C:8]2[N:13]=[C:12]([C:14]3[CH:19]=[C:18]([C:34]4[CH:50]=[CH:49][C:37]5[N:38]=[C:39]6[C:48]7[CH:47]=[CH:46][CH:45]=[CH:44][C:43]=7[CH:42]=[CH:41][N:40]6[C:36]=5[CH:35]=4)[CH:17]=[CH:16][CH:15]=3)[CH:11]=[C:10]([C:20]3[CH:25]=[CH:24][CH:23]=[CH:22][CH:21]=3)[N:9]=2)[CH:5]=[CH:6][CH:7]=[CH:2][CH:3]=1. The catalyst class is: 222.